This data is from Forward reaction prediction with 1.9M reactions from USPTO patents (1976-2016). The task is: Predict the product of the given reaction. Given the reactants [F:1][C:2]1[CH:3]=[C:4](N)[CH:5]=[C:6]([C:8]([F:11])([F:10])[F:9])[CH:7]=1.[ClH:13].N([O-])=O.[Na+].[S:18](=[O:21])(O)[OH:19], predict the reaction product. The product is: [F:1][C:2]1[CH:3]=[C:4]([S:18]([Cl:13])(=[O:21])=[O:19])[CH:5]=[C:6]([C:8]([F:11])([F:10])[F:9])[CH:7]=1.